From a dataset of Kir2.1 potassium channel HTS with 301,493 compounds. Binary Classification. Given a drug SMILES string, predict its activity (active/inactive) in a high-throughput screening assay against a specified biological target. (1) The drug is S1C=2N(C(=O)C(NC(=O)C(C)(C)C)(N2)C(F)(F)F)CC1. The result is 0 (inactive). (2) The drug is Clc1c(c2nc(N(C)C)ncc2S(=O)(=O)c2ccccc2)ccc(Cl)c1. The result is 0 (inactive).